From a dataset of NCI-60 drug combinations with 297,098 pairs across 59 cell lines. Regression. Given two drug SMILES strings and cell line genomic features, predict the synergy score measuring deviation from expected non-interaction effect. (1) Drug 1: CC1C(C(=O)NC(C(=O)N2CCCC2C(=O)N(CC(=O)N(C(C(=O)O1)C(C)C)C)C)C(C)C)NC(=O)C3=C4C(=C(C=C3)C)OC5=C(C(=O)C(=C(C5=N4)C(=O)NC6C(OC(=O)C(N(C(=O)CN(C(=O)C7CCCN7C(=O)C(NC6=O)C(C)C)C)C)C(C)C)C)N)C. Drug 2: C#CCC(CC1=CN=C2C(=N1)C(=NC(=N2)N)N)C3=CC=C(C=C3)C(=O)NC(CCC(=O)O)C(=O)O. Cell line: HCT116. Synergy scores: CSS=73.4, Synergy_ZIP=11.5, Synergy_Bliss=-6.67, Synergy_Loewe=34.9, Synergy_HSA=-2.86. (2) Synergy scores: CSS=-3.46, Synergy_ZIP=-0.00839, Synergy_Bliss=-5.16, Synergy_Loewe=-46.3, Synergy_HSA=-9.91. Drug 1: CN(C)C1=NC(=NC(=N1)N(C)C)N(C)C. Cell line: HOP-62. Drug 2: C1CCC(C(C1)N)N.C(=O)(C(=O)[O-])[O-].[Pt+4]. (3) Drug 2: CC1C(C(=O)NC(C(=O)N2CCCC2C(=O)N(CC(=O)N(C(C(=O)O1)C(C)C)C)C)C(C)C)NC(=O)C3=C4C(=C(C=C3)C)OC5=C(C(=O)C(=C(C5=N4)C(=O)NC6C(OC(=O)C(N(C(=O)CN(C(=O)C7CCCN7C(=O)C(NC6=O)C(C)C)C)C)C(C)C)C)N)C. Drug 1: C1=CC(=CC=C1C#N)C(C2=CC=C(C=C2)C#N)N3C=NC=N3. Cell line: SK-MEL-28. Synergy scores: CSS=4.35, Synergy_ZIP=-1.41, Synergy_Bliss=-1.55, Synergy_Loewe=1.25, Synergy_HSA=-0.679. (4) Drug 1: CC1OCC2C(O1)C(C(C(O2)OC3C4COC(=O)C4C(C5=CC6=C(C=C35)OCO6)C7=CC(=C(C(=C7)OC)O)OC)O)O. Drug 2: COC1=NC(=NC2=C1N=CN2C3C(C(C(O3)CO)O)O)N. Cell line: SK-MEL-2. Synergy scores: CSS=14.5, Synergy_ZIP=5.74, Synergy_Bliss=4.74, Synergy_Loewe=-22.9, Synergy_HSA=0.107. (5) Drug 1: CC(C1=C(C=CC(=C1Cl)F)Cl)OC2=C(N=CC(=C2)C3=CN(N=C3)C4CCNCC4)N. Drug 2: C1=CC(=C2C(=C1NCCNCCO)C(=O)C3=C(C=CC(=C3C2=O)O)O)NCCNCCO. Cell line: HCT116. Synergy scores: CSS=65.6, Synergy_ZIP=10.00, Synergy_Bliss=7.75, Synergy_Loewe=2.09, Synergy_HSA=10.7. (6) Drug 1: CN1C(=O)N2C=NC(=C2N=N1)C(=O)N. Drug 2: CCC1(C2=C(COC1=O)C(=O)N3CC4=CC5=C(C=CC(=C5CN(C)C)O)N=C4C3=C2)O.Cl. Cell line: HL-60(TB). Synergy scores: CSS=69.6, Synergy_ZIP=-1.85, Synergy_Bliss=0.785, Synergy_Loewe=-10.1, Synergy_HSA=0.750. (7) Drug 1: CN(C)C1=NC(=NC(=N1)N(C)C)N(C)C. Drug 2: C1=CC(=CC=C1C#N)C(C2=CC=C(C=C2)C#N)N3C=NC=N3. Cell line: SK-OV-3. Synergy scores: CSS=-3.73, Synergy_ZIP=0.0623, Synergy_Bliss=-2.17, Synergy_Loewe=-3.50, Synergy_HSA=-3.02. (8) Drug 1: CCCCCOC(=O)NC1=NC(=O)N(C=C1F)C2C(C(C(O2)C)O)O. Drug 2: C1=NC(=NC(=O)N1C2C(C(C(O2)CO)O)O)N. Cell line: SF-268. Synergy scores: CSS=11.3, Synergy_ZIP=-2.65, Synergy_Bliss=-4.46, Synergy_Loewe=-27.8, Synergy_HSA=-5.74. (9) Drug 2: CC1C(C(CC(O1)OC2CC(CC3=C2C(=C4C(=C3O)C(=O)C5=C(C4=O)C(=CC=C5)OC)O)(C(=O)CO)O)N)O.Cl. Synergy scores: CSS=47.6, Synergy_ZIP=-2.39, Synergy_Bliss=-4.00, Synergy_Loewe=-0.702, Synergy_HSA=0.993. Cell line: T-47D. Drug 1: C1=CC(=C2C(=C1NCCNCCO)C(=O)C3=C(C=CC(=C3C2=O)O)O)NCCNCCO.